From a dataset of Forward reaction prediction with 1.9M reactions from USPTO patents (1976-2016). Predict the product of the given reaction. Given the reactants Br[C:2]1[C:11]2[O:10][CH:9]([CH3:12])[CH2:8][N:7]([C:13]([O:15][C:16]([CH3:19])([CH3:18])[CH3:17])=[O:14])[CH2:6][C:5]=2[S:4][CH:3]=1.[C:20](B1OC(C)(C)C(C)(C)O1)([CH3:22])=[CH2:21].C(=O)([O-])[O-].[K+].[K+].O, predict the reaction product. The product is: [CH3:12][CH:9]1[CH2:8][N:7]([C:13]([O:15][C:16]([CH3:19])([CH3:18])[CH3:17])=[O:14])[CH2:6][C:5]2[S:4][CH:3]=[C:2]([C:20]([CH3:22])=[CH2:21])[C:11]=2[O:10]1.